Dataset: Reaction yield outcomes from USPTO patents with 853,638 reactions. Task: Predict the reaction yield, written as a fraction of the theoretical maximum amount of product (1.0 means a 100% yield; for example, 0.34 means a 34% yield). The reactants are Br[C:2]1[CH:3]=[CH:4][C:5]([O:15][CH3:16])=[C:6]([NH:8][C:9](=[O:14])[C:10]([F:13])([F:12])[F:11])[CH:7]=1.[CH3:17][Si:18]([C:21]#[CH:22])([CH3:20])[CH3:19]. The catalyst is Cl[Pd](Cl)([P](C1C=CC=CC=1)(C1C=CC=CC=1)C1C=CC=CC=1)[P](C1C=CC=CC=1)(C1C=CC=CC=1)C1C=CC=CC=1.[Cu]I.C1COCC1. The yield is 0.420. The product is [F:11][C:10]([F:13])([F:12])[C:9]([NH:8][C:6]1[CH:7]=[C:2]([C:22]#[C:21][Si:18]([CH3:20])([CH3:19])[CH3:17])[CH:3]=[CH:4][C:5]=1[O:15][CH3:16])=[O:14].